Predict which catalyst facilitates the given reaction. From a dataset of Catalyst prediction with 721,799 reactions and 888 catalyst types from USPTO. (1) Reactant: [CH:1]1([N:7]([CH2:34][CH:35]2[CH2:37][CH2:36]2)[C:8]2[N:13]=[CH:12][N:11]=[C:10]([C:14]([NH:16][C:17]3[CH:22]=[CH:21][C:20]([S:23]([CH2:26][CH2:27][CH2:28][C:29]([O:31]CC)=[O:30])(=[O:25])=[O:24])=[CH:19][CH:18]=3)=[O:15])[CH:9]=2)[CH2:6][CH2:5][CH2:4][CH2:3][CH2:2]1.[OH-].[Na+].Cl. Product: [CH:1]1([N:7]([CH2:34][CH:35]2[CH2:36][CH2:37]2)[C:8]2[N:13]=[CH:12][N:11]=[C:10]([C:14]([NH:16][C:17]3[CH:22]=[CH:21][C:20]([S:23]([CH2:26][CH2:27][CH2:28][C:29]([OH:31])=[O:30])(=[O:25])=[O:24])=[CH:19][CH:18]=3)=[O:15])[CH:9]=2)[CH2:6][CH2:5][CH2:4][CH2:3][CH2:2]1. The catalyst class is: 1. (2) Reactant: [C:1](O)(C(F)(F)F)=[O:2].[CH2:8]([N:10]([CH2:36][CH3:37])[C:11]([C:13]1[CH:14]=[CH:15][C:16]2[N:17]([CH:27]3[CH2:33][CH:32]4[N:34](C)[CH:29]([CH2:30][CH2:31]4)[CH2:28]3)[C:18]3[C:23]([O:24][C:25]=2[CH:26]=1)=[CH:22][CH:21]=[CH:20][CH:19]=3)=[O:12])[CH3:9].ClC(OC(Cl)C)=O. Product: [CH2:8]([N:10]([CH2:36][CH3:37])[C:11]([C:13]1[CH:14]=[CH:15][C:16]2[N:17]([CH:27]3[CH2:33][CH:32]4[NH:34][CH:29]([CH2:30][CH2:31]4)[CH2:28]3)[C:18]3[C:23]([O:24][C:25]=2[CH:26]=1)=[C:22]([O:2][CH3:1])[CH:21]=[CH:20][CH:19]=3)=[O:12])[CH3:9]. The catalyst class is: 2. (3) Reactant: [C:1]([C:5]1[CH:25]=[CH:24][C:8]([CH2:9][N:10]2[C:14](=[O:15])[N:13]([CH2:16][CH2:17][CH2:18][CH2:19][CH2:20][CH3:21])[C:12]([CH2:22][OH:23])=[N:11]2)=[CH:7][CH:6]=1)([CH3:4])([CH3:3])[CH3:2].C([O:30][C:31](=[O:45])[C:32]([CH3:44])([S:34][C:35]1[CH:43]=[CH:42][C:38]([C:39](O)=[O:40])=[CH:37][CH:36]=1)[CH3:33])(C)(C)C.C(Cl)CCl. Product: [C:1]([C:5]1[CH:25]=[CH:24][C:8]([CH2:9][N:10]2[C:14](=[O:15])[N:13]([CH2:16][CH2:17][CH2:18][CH2:19][CH2:20][CH3:21])[C:12]([CH2:22][O:23][C:39]([C:38]3[CH:37]=[CH:36][C:35]([S:34][C:32]([CH3:44])([CH3:33])[C:31]([OH:45])=[O:30])=[CH:43][CH:42]=3)=[O:40])=[N:11]2)=[CH:7][CH:6]=1)([CH3:2])([CH3:3])[CH3:4]. The catalyst class is: 241. (4) Reactant: [F:1][C:2]1[CH:7]=[CH:6][C:5]([NH:8][C:9]2[C:13]([C:14]([NH2:16])=[O:15])=[CH:12][NH:11][N:10]=2)=[CH:4][CH:3]=1.O=[S:18]1(=O)[CH2:23][CH2:22][C:21](=[CH:24][C:25]#[N:26])[CH2:20][CH2:19]1.C1CCN2C(=NCCC2)CC1. Product: [C:25]([CH2:24][C:21]1([N:11]2[CH:12]=[C:13]([C:14]([NH2:16])=[O:15])[C:9]([NH:8][C:5]3[CH:4]=[CH:3][C:2]([F:1])=[CH:7][CH:6]=3)=[N:10]2)[CH2:22][CH2:23][S:18][CH2:19][CH2:20]1)#[N:26]. The catalyst class is: 23.